Dataset: Catalyst prediction with 721,799 reactions and 888 catalyst types from USPTO. Task: Predict which catalyst facilitates the given reaction. (1) Product: [CH3:4][C:2]([C:5]1[CH:10]=[C:9]([CH2:11][OH:12])[CH:8]=[CH:7][C:6]=1[C:15]1[CH:20]=[CH:19][CH:18]=[C:17]([O:21][CH3:22])[CH:16]=1)([CH3:1])[CH3:3]. Reactant: [CH3:1][C:2]([C:5]1[CH:10]=[C:9]([C:11](OC)=[O:12])[CH:8]=[CH:7][C:6]=1[C:15]1[CH:20]=[CH:19][CH:18]=[C:17]([O:21][CH3:22])[CH:16]=1)([CH3:4])[CH3:3].[H-].[H-].[H-].[H-].[Li+].[Al+3].[OH-].[Na+]. The catalyst class is: 1. (2) Reactant: [CH3:1][O:2][C:3]1[CH:10]=[CH:9][C:6]([CH2:7][NH2:8])=[CH:5][CH:4]=1.[OH:11][C:12]1[CH:17]=[C:16]([CH3:18])[O:15][C:14](=O)[CH:13]=1. Product: [OH:11][C:12]1[CH:17]=[C:16]([CH3:18])[N:8]([CH2:7][C:6]2[CH:9]=[CH:10][C:3]([O:2][CH3:1])=[CH:4][CH:5]=2)[C:14](=[O:15])[CH:13]=1. The catalyst class is: 6. (3) Product: [Br:30][CH2:28][CH:21]1[CH2:22][C:23]2([O:27][CH2:26][CH2:25][O:24]2)[CH2:20]1. Reactant: C1(P(C2C=CC=CC=2)C2C=CC=CC=2)C=CC=CC=1.[CH2:20]1[C:23]2([O:27][CH2:26][CH2:25][O:24]2)[CH2:22][CH:21]1[CH2:28]O.[Br:30]C(Br)(Br)Br. The catalyst class is: 4. (4) Reactant: [Cl:1][C:2]1[CH:3]=[CH:4][C:5]([C:25]#[N:26])=[C:6]([C:8]2[C:13]([O:14][CH3:15])=[CH:12][N:11]([CH2:16][C:17]([O:19][C:20]([CH3:23])([CH3:22])[CH3:21])=[O:18])[C:10](=[O:24])[CH:9]=2)[CH:7]=1.FC(F)(F)S(O[CH2:33][C@@H:34]1[CH2:39][CH2:38][CH2:37][CH2:36][O:35]1)(=O)=O. Product: [Cl:1][C:2]1[CH:3]=[CH:4][C:5]([C:25]#[N:26])=[C:6]([C:8]2[C:13]([O:14][CH3:15])=[CH:12][N:11]([CH:16]([CH2:33][C@@H:34]3[CH2:39][CH2:38][CH2:37][CH2:36][O:35]3)[C:17]([O:19][C:20]([CH3:21])([CH3:22])[CH3:23])=[O:18])[C:10](=[O:24])[CH:9]=2)[CH:7]=1. The catalyst class is: 1. (5) Reactant: [CH:1]1([C:7]([C:9]2[O:10][C:11]3[CH:18]=[CH:17][C:16]([O:19][CH2:20][CH2:21][O:22][CH3:23])=[CH:15][C:12]=3[C:13]=2[CH3:14])=[O:8])[CH2:6][CH2:5][CH2:4][CH2:3][CH2:2]1.[BH4-].[Na+].O.Cl. Product: [CH:1]1([CH:7]([C:9]2[O:10][C:11]3[CH:18]=[CH:17][C:16]([O:19][CH2:20][CH2:21][O:22][CH3:23])=[CH:15][C:12]=3[C:13]=2[CH3:14])[OH:8])[CH2:6][CH2:5][CH2:4][CH2:3][CH2:2]1. The catalyst class is: 83. (6) Reactant: [ClH:1].Cl.[NH2:3][C@@H:4]1[CH2:6][C@H:5]1[C:7]1[CH:8]=[C:9]([CH:19]=[CH:20][CH:21]=1)[C:10]([NH:12][C:13]1[CH:14]=[N:15][N:16]([CH3:18])[CH:17]=1)=[O:11].C(=O)([O-])O.[Na+].[C:27]1(=O)[CH2:31][CH2:30][CH2:29][CH2:28]1. Product: [ClH:1].[ClH:1].[CH:27]1([NH:3][C@@H:4]2[CH2:6][C@H:5]2[C:7]2[CH:8]=[C:9]([CH:19]=[CH:20][CH:21]=2)[C:10]([NH:12][C:13]2[CH:14]=[N:15][N:16]([CH3:18])[CH:17]=2)=[O:11])[CH2:31][CH2:30][CH2:29][CH2:28]1. The catalyst class is: 130.